Dataset: Forward reaction prediction with 1.9M reactions from USPTO patents (1976-2016). Task: Predict the product of the given reaction. Given the reactants [C:1]([N:3]=[C:4]([N:13]1[C@H:22]2[C@H:17]([CH2:18][CH2:19][CH2:20][CH2:21]2)[NH:16][CH2:15][CH2:14]1)[NH:5][C:6]1[CH:11]=[CH:10][CH:9]=[CH:8][C:7]=1[CH3:12])#[N:2].[Cl:23][C:24]1[CH:29]=[CH:28][C:27]([N:30]=[C:31]=[O:32])=[CH:26][CH:25]=1, predict the reaction product. The product is: [Cl:23][C:24]1[CH:29]=[CH:28][C:27]([NH:30][C:31]([N:16]2[C@@H:17]3[C@@H:22]([CH2:21][CH2:20][CH2:19][CH2:18]3)[N:13]([C:4](=[N:3][C:1]#[N:2])[NH:5][C:6]3[CH:11]=[CH:10][CH:9]=[CH:8][C:7]=3[CH3:12])[CH2:14][CH2:15]2)=[O:32])=[CH:26][CH:25]=1.